From a dataset of Reaction yield outcomes from USPTO patents with 853,638 reactions. Predict the reaction yield, written as a fraction of the theoretical maximum amount of product (1.0 means a 100% yield; for example, 0.34 means a 34% yield). (1) The reactants are F[C:2]1[CH:7]=[CH:6][CH:5]=[CH:4][C:3]=1[C:8](=O)[CH:9]([C:12]1[N:17]=[C:16]2[S:18][C:19]([NH:21][CH:22]([CH3:24])[CH3:23])=[N:20][C:15]2=[CH:14][CH:13]=1)[C:10]#[N:11].[NH2:26][NH2:27]. The catalyst is CCO.CC(O)=O. The product is [NH2:11][C:10]1[NH:27][N:26]=[C:8]([C:3]2[CH:4]=[CH:5][CH:6]=[CH:7][CH:2]=2)[C:9]=1[C:12]1[N:17]=[C:16]2[S:18][C:19]([NH:21][CH:22]([CH3:24])[CH3:23])=[N:20][C:15]2=[CH:14][CH:13]=1. The yield is 0.0130. (2) The reactants are [CH2:1]([O:8][C:9]1[CH:14]=[CH:13][C:12]([OH:15])=[C:11]([CH2:16][CH2:17][CH3:18])[CH:10]=1)[C:2]1[CH:7]=[CH:6][CH:5]=[CH:4][CH:3]=1.[H-].[Na+].Br[CH2:22][C:23]([O:25][CH2:26][CH3:27])=[O:24]. The catalyst is CN(C=O)C. The product is [CH2:26]([O:25][C:23](=[O:24])[CH2:22][O:15][C:12]1[CH:13]=[CH:14][C:9]([O:8][CH2:1][C:2]2[CH:3]=[CH:4][CH:5]=[CH:6][CH:7]=2)=[CH:10][C:11]=1[CH2:16][CH2:17][CH3:18])[CH3:27]. The yield is 0.970.